From a dataset of NCI-60 drug combinations with 297,098 pairs across 59 cell lines. Regression. Given two drug SMILES strings and cell line genomic features, predict the synergy score measuring deviation from expected non-interaction effect. (1) Drug 1: CN(C)C1=NC(=NC(=N1)N(C)C)N(C)C. Drug 2: C1=CC(=CC=C1CC(C(=O)O)N)N(CCCl)CCCl.Cl. Cell line: NCI-H226. Synergy scores: CSS=3.75, Synergy_ZIP=-0.484, Synergy_Bliss=3.57, Synergy_Loewe=-3.26, Synergy_HSA=0.651. (2) Drug 1: C1CCN(CC1)CCOC2=CC=C(C=C2)C(=O)C3=C(SC4=C3C=CC(=C4)O)C5=CC=C(C=C5)O. Drug 2: CC1OCC2C(O1)C(C(C(O2)OC3C4COC(=O)C4C(C5=CC6=C(C=C35)OCO6)C7=CC(=C(C(=C7)OC)O)OC)O)O. Cell line: SK-MEL-5. Synergy scores: CSS=18.2, Synergy_ZIP=4.82, Synergy_Bliss=3.78, Synergy_Loewe=-13.1, Synergy_HSA=-1.44. (3) Drug 1: CC12CCC3C(C1CCC2O)C(CC4=C3C=CC(=C4)O)CCCCCCCCCS(=O)CCCC(C(F)(F)F)(F)F. Drug 2: C1C(C(OC1N2C=NC3=C2NC=NCC3O)CO)O. Cell line: TK-10. Synergy scores: CSS=-1.29, Synergy_ZIP=1.96, Synergy_Bliss=2.59, Synergy_Loewe=-2.83, Synergy_HSA=-2.90. (4) Drug 1: CCC1(C2=C(COC1=O)C(=O)N3CC4=CC5=C(C=CC(=C5CN(C)C)O)N=C4C3=C2)O.Cl. Drug 2: C1C(C(OC1N2C=NC(=NC2=O)N)CO)O. Cell line: HCT-15. Synergy scores: CSS=28.6, Synergy_ZIP=-8.86, Synergy_Bliss=-2.01, Synergy_Loewe=-9.87, Synergy_HSA=-1.50. (5) Drug 1: CN(CCCl)CCCl.Cl. Drug 2: C1=NNC2=C1C(=O)NC=N2. Cell line: M14. Synergy scores: CSS=5.60, Synergy_ZIP=1.27, Synergy_Bliss=3.31, Synergy_Loewe=-1.40, Synergy_HSA=-0.0871. (6) Drug 1: C(=O)(N)NO. Drug 2: C1CN(P(=O)(OC1)NCCCl)CCCl. Cell line: SF-295. Synergy scores: CSS=0.719, Synergy_ZIP=-4.81, Synergy_Bliss=-10.3, Synergy_Loewe=-6.98, Synergy_HSA=-8.69. (7) Drug 1: CC12CCC3C(C1CCC2O)C(CC4=C3C=CC(=C4)O)CCCCCCCCCS(=O)CCCC(C(F)(F)F)(F)F. Drug 2: B(C(CC(C)C)NC(=O)C(CC1=CC=CC=C1)NC(=O)C2=NC=CN=C2)(O)O. Cell line: SNB-19. Synergy scores: CSS=39.8, Synergy_ZIP=2.94, Synergy_Bliss=2.11, Synergy_Loewe=-44.3, Synergy_HSA=-1.40.